Dataset: Catalyst prediction with 721,799 reactions and 888 catalyst types from USPTO. Task: Predict which catalyst facilitates the given reaction. (1) Product: [Cl:3][C:4]1[CH:9]=[CH:8][C:7]([CH2:10][O:11][C:13]2[N:18]=[CH:17][N:16]([C:19]3[CH:24]=[CH:23][C:22]([O:25][CH2:26][C:27]([OH:30])([CH3:29])[CH3:28])=[C:21]([O:31][CH3:32])[CH:20]=3)[C:15](=[O:33])[CH:14]=2)=[CH:6][CH:5]=1. Reactant: [H-].[Na+].[Cl:3][C:4]1[CH:9]=[CH:8][C:7]([CH2:10][OH:11])=[CH:6][CH:5]=1.Cl[C:13]1[N:18]=[CH:17][N:16]([C:19]2[CH:24]=[CH:23][C:22]([O:25][CH2:26][C:27]([OH:30])([CH3:29])[CH3:28])=[C:21]([O:31][CH3:32])[CH:20]=2)[C:15](=[O:33])[CH:14]=1. The catalyst class is: 1. (2) Reactant: Cl[C:2]1[CH:7]=[C:6]([CH2:8][N:9]2[C:13]([CH3:15])([CH3:14])[C:12](=[O:16])[N:11]([C:17]3[CH:22]=[CH:21][C:20]([S:23][C:24]([F:27])([F:26])[F:25])=[CH:19][CH:18]=3)[C:10]2=[O:28])[CH:5]=[CH:4][N:3]=1.[Cl:29][C:30]1[CH:31]=[C:32]([CH:36]=[C:37]([Cl:39])[CH:38]=1)[C:33]([NH2:35])=[O:34].CC1(C)C2C=CC=C(P(C3C=CC=CC=3)C3C=CC=CC=3)C=2OC2C1=CC=CC=2P(C1C=CC=CC=1)C1C=CC=CC=1.C(=O)([O-])[O-].[Cs+].[Cs+]. Product: [Cl:29][C:30]1[CH:31]=[C:32]([CH:36]=[C:37]([Cl:39])[CH:38]=1)[C:33]([NH:35][C:2]1[CH:7]=[C:6]([CH2:8][N:9]2[C:13]([CH3:14])([CH3:15])[C:12](=[O:16])[N:11]([C:17]3[CH:18]=[CH:19][C:20]([S:23][C:24]([F:25])([F:26])[F:27])=[CH:21][CH:22]=3)[C:10]2=[O:28])[CH:5]=[CH:4][N:3]=1)=[O:34]. The catalyst class is: 160. (3) Reactant: C[O:2][C:3]([C:5]1[N:10]=[C:9]([C:11]2[CH:19]=[CH:18][CH:17]=[C:16]3[C:12]=2[CH:13]=[CH:14][NH:15]3)[CH:8]=[C:7]([N:20]2[CH2:25][CH2:24][O:23][CH2:22][CH2:21]2)[N:6]=1)=O.[OH-].[Li+].[CH3:28][N:29](C(ON1N=NC2C=CC=NC1=2)=[N+](C)C)[CH3:30].F[P-](F)(F)(F)(F)F.CCN(C(C)C)C(C)C.CN(C)CCN. Product: [CH3:28][N:29]([CH3:30])[C:3]([C:5]1[N:10]=[C:9]([C:11]2[CH:19]=[CH:18][CH:17]=[C:16]3[C:12]=2[CH:13]=[CH:14][NH:15]3)[CH:8]=[C:7]([N:20]2[CH2:25][CH2:24][O:23][CH2:22][CH2:21]2)[N:6]=1)=[O:2]. The catalyst class is: 12. (4) Reactant: Cl[CH2:2][C:3]1[N:8]=[C:7]([CH2:9][C:10]([CH3:13])([CH3:12])[CH3:11])[C:6]([C:14]2[CH:19]=[C:18]([O:20][CH3:21])[CH:17]=[CH:16][C:15]=2[F:22])=[CH:5][CH:4]=1.[OH:23][C:24]1[C:25]([O:36][CH3:37])=[C:26]([CH2:30][CH2:31][C:32]([O:34][CH3:35])=[O:33])[CH:27]=[CH:28][CH:29]=1.[C:38](=O)([O-])[O-].[Cs+].[Cs+].C(OCC)(=O)C. Product: [CH3:11][C:10]([CH3:13])([CH3:12])[CH2:9][C:7]1[N:8]=[C:3]([CH2:2][O:23][C:24]2[C:25]([O:36][CH3:37])=[C:26]([CH2:30][CH2:31][C:32]([O:34][CH2:35][CH3:38])=[O:33])[CH:27]=[CH:28][CH:29]=2)[CH:4]=[CH:5][C:6]=1[C:14]1[CH:19]=[C:18]([O:20][CH3:21])[CH:17]=[CH:16][C:15]=1[F:22]. The catalyst class is: 10. (5) Reactant: [C:1]([O:5][C:6]([NH:8][C:9]1[N:14]=[CH:13][C:12]([CH2:15][CH:16](P(OCC)(OCC)=O)[C:17]([O:19][C:20]([CH3:23])([CH3:22])[CH3:21])=[O:18])=[CH:11][CH:10]=1)=[O:7])([CH3:4])([CH3:3])[CH3:2].[H-].[Na+].[C:34]1([C:44]2[CH:49]=[CH:48][CH:47]=[CH:46][CH:45]=2)[CH:39]=[CH:38][CH:37]=[C:36]([CH2:40][CH2:41][CH:42]=O)[CH:35]=1.CCOC(C)=O. Product: [C:34]1([C:44]2[CH:45]=[CH:46][CH:47]=[CH:48][CH:49]=2)[CH:39]=[CH:38][CH:37]=[C:36]([CH2:40][CH2:41][CH:42]=[C:16]([CH2:15][C:12]2[CH:13]=[N:14][C:9]([NH:8][C:6]([O:5][C:1]([CH3:2])([CH3:3])[CH3:4])=[O:7])=[CH:10][CH:11]=2)[C:17]([O:19][C:20]([CH3:21])([CH3:22])[CH3:23])=[O:18])[CH:35]=1. The catalyst class is: 1. (6) Reactant: [OH:1][CH2:2][C:3]1([C:6]([O:8][CH2:9][CH3:10])=[O:7])[CH2:5][CH2:4]1.ClN1C(=O)N(Cl)C(=O)N(Cl)C1=O.CC1(C)N([O])C(C)(C)CCC1. Product: [CH:2]([C:3]1([C:6]([O:8][CH2:9][CH3:10])=[O:7])[CH2:5][CH2:4]1)=[O:1]. The catalyst class is: 2. (7) Reactant: [C:1]1([C:6]2[CH:7]=[CH:8][C:9]([N+:20]([O-])=O)=[C:10]([NH:12][C:13](=[O:19])[N:14]([CH3:18])[CH2:15][CH2:16][CH3:17])[CH:11]=2)[CH2:5][CH2:4][CH2:3][CH:2]=1.C([O-])=O.[NH4+]. Product: [NH2:20][C:9]1[CH:8]=[CH:7][C:6]([C:1]2[CH2:5][CH2:4][CH2:3][CH:2]=2)=[CH:11][C:10]=1[NH:12][C:13](=[O:19])[N:14]([CH3:18])[CH2:15][CH2:16][CH3:17]. The catalyst class is: 284. (8) Reactant: [CH2:1]1[C:9]2[C:4](=[CH:5][CH:6]=[CH:7][CH:8]=2)[CH2:3][NH:2]1.[N:10]1([C:16]2[N:17]=[C:18]([CH2:23][C:24](OCC)=[O:25])[NH:19][C:20](=[O:22])[CH:21]=2)[CH2:15][CH2:14][O:13][CH2:12][CH2:11]1.C[Al](C)C. Product: [CH2:1]1[C:9]2[C:4](=[CH:5][CH:6]=[CH:7][CH:8]=2)[CH2:3][N:2]1[C:24](=[O:25])[CH2:23][C:18]1[NH:19][C:20](=[O:22])[CH:21]=[C:16]([N:10]2[CH2:11][CH2:12][O:13][CH2:14][CH2:15]2)[N:17]=1. The catalyst class is: 359.